From a dataset of NCI-60 drug combinations with 297,098 pairs across 59 cell lines. Regression. Given two drug SMILES strings and cell line genomic features, predict the synergy score measuring deviation from expected non-interaction effect. (1) Drug 1: C(CC(=O)O)C(=O)CN.Cl. Drug 2: COC1=C2C(=CC3=C1OC=C3)C=CC(=O)O2. Cell line: SF-539. Synergy scores: CSS=16.8, Synergy_ZIP=-1.25, Synergy_Bliss=1.11, Synergy_Loewe=2.17, Synergy_HSA=1.60. (2) Drug 1: C1=CC(=CC=C1CCC2=CNC3=C2C(=O)NC(=N3)N)C(=O)NC(CCC(=O)O)C(=O)O. Drug 2: CCCS(=O)(=O)NC1=C(C(=C(C=C1)F)C(=O)C2=CNC3=C2C=C(C=N3)C4=CC=C(C=C4)Cl)F. Cell line: SNB-75. Synergy scores: CSS=22.1, Synergy_ZIP=-3.49, Synergy_Bliss=-2.50, Synergy_Loewe=-13.4, Synergy_HSA=-3.64. (3) Drug 1: C1CN1C2=NC(=NC(=N2)N3CC3)N4CC4. Drug 2: COCCOC1=C(C=C2C(=C1)C(=NC=N2)NC3=CC=CC(=C3)C#C)OCCOC.Cl. Cell line: MDA-MB-231. Synergy scores: CSS=7.15, Synergy_ZIP=-5.16, Synergy_Bliss=-1.79, Synergy_Loewe=-7.95, Synergy_HSA=-2.05.